Dataset: Catalyst prediction with 721,799 reactions and 888 catalyst types from USPTO. Task: Predict which catalyst facilitates the given reaction. (1) Reactant: [OH-].[Na+].[OH:3][C:4]1[C:17]2[C:16](=[O:18])[C:15]3[C:10](=[CH:11][CH:12]=[CH:13][CH:14]=3)[S:9][C:8]=2[CH:7]=[CH:6][CH:5]=1.[Na].Br[CH2:21][C:22]([O:24]CC)=[O:23].Cl. Product: [C:22]([CH2:21][O:3][C:4]1[C:17]2[C:16](=[O:18])[C:15]3[C:10](=[CH:11][CH:12]=[CH:13][CH:14]=3)[S:9][C:8]=2[CH:7]=[CH:6][CH:5]=1)([OH:24])=[O:23]. The catalyst class is: 30. (2) Reactant: [CH3:1][O:2][C:3]1[CH:11]=[C:10]([CH3:12])[CH:9]=[CH:8][C:4]=1[C:5](O)=[O:6].S(=O)(=O)(O)O.O.[NH2:19][NH2:20]. Product: [CH3:1][O:2][C:3]1[CH:11]=[C:10]([CH3:12])[CH:9]=[CH:8][C:4]=1[C:5]([NH:19][NH2:20])=[O:6]. The catalyst class is: 5. (3) Reactant: CO.[CH2:3]([O:10][C:11]([NH:13][C@H:14]([C:23]([OH:25])=[O:24])[CH2:15][S:16][C:17]1[CH:22]=[CH:21][CH:20]=[CH:19][CH:18]=1)=[O:12])[C:4]1[CH:9]=[CH:8][CH:7]=[CH:6][CH:5]=1.O.[C:27]1(C)C=CC(S(O)(=O)=O)=CC=1.C(=O)([O-])O.[Na+]. Product: [CH3:27][O:24][C:23](=[O:25])[C@H:14]([CH2:15][S:16][C:17]1[CH:22]=[CH:21][CH:20]=[CH:19][CH:18]=1)[NH:13][C:11]([O:10][CH2:3][C:4]1[CH:5]=[CH:6][CH:7]=[CH:8][CH:9]=1)=[O:12]. The catalyst class is: 11. (4) Reactant: [Br:1][C:2]1[C:6]2[C:7](Cl)=[N:8][CH:9]=[CH:10][C:5]=2[S:4][CH:3]=1.[N:12]1[CH:17]=[CH:16][CH:15]=[CH:14][C:13]=1[CH2:18][NH2:19].C(N(CC)CC)C. Product: [Br:1][C:2]1[C:6]2[C:7]([NH:19][CH2:18][C:13]3[CH:14]=[CH:15][CH:16]=[CH:17][N:12]=3)=[N:8][CH:9]=[CH:10][C:5]=2[S:4][CH:3]=1. The catalyst class is: 14. (5) Reactant: [N:1]([CH2:4][CH2:5][CH2:6][N:7]1[C:11]([C:12](OC)=[O:13])=[C:10]([O:16][CH2:17][C:18]2[CH:23]=[CH:22][CH:21]=[CH:20][CH:19]=2)[C:9]([C:24]([O:26][CH3:27])=[O:25])=[N:8]1)=[N+]=[N-].C1(P(C2C=CC=CC=2)C2C=CC=CC=2)C=CC=CC=1.O. Product: [CH2:17]([O:16][C:10]1[C:9]([C:24]([O:26][CH3:27])=[O:25])=[N:8][N:7]2[CH2:6][CH2:5][CH2:4][NH:1][C:12](=[O:13])[C:11]=12)[C:18]1[CH:23]=[CH:22][CH:21]=[CH:20][CH:19]=1. The catalyst class is: 1. (6) Reactant: [I:1][C:2]1[CH:3]=[CH:4][C:5]([O:10][CH3:11])=[C:6]([CH2:8][OH:9])[CH:7]=1.[CH3:12][S:13](Cl)(=[O:15])=[O:14]. Product: [CH3:12][S:13]([O:9][CH2:8][C:6]1[CH:7]=[C:2]([I:1])[CH:3]=[CH:4][C:5]=1[O:10][CH3:11])(=[O:15])=[O:14]. The catalyst class is: 2. (7) Reactant: [S:1]([C:10]1[CH:16]=[CH:15][C:13]([CH3:14])=[CH:12][CH:11]=1)([O:4][CH2:5][CH:6]([OH:9])[CH2:7][OH:8])(=[O:3])=[O:2].[CH3:17][O:18][C:19]1[CH:40]=[CH:39][C:22]([C:23](Cl)([C:32]2[CH:37]=[CH:36][CH:35]=[CH:34][CH:33]=2)[C:24]2[CH:29]=[CH:28][C:27]([O:30][CH3:31])=[CH:26][CH:25]=2)=[CH:21][CH:20]=1.C([O-])(O)=O.[Na+]. Product: [S:1]([O:4][CH2:5][CH:6]([CH2:7][O:8][C:23]([C:32]1[CH:37]=[CH:36][CH:35]=[CH:34][CH:33]=1)([C:24]1[CH:29]=[CH:28][C:27]([O:30][CH3:31])=[CH:26][CH:25]=1)[C:22]1[CH:21]=[CH:20][C:19]([O:18][CH3:17])=[CH:40][CH:39]=1)[OH:9])([C:10]1[CH:11]=[CH:12][C:13]([CH3:14])=[CH:15][CH:16]=1)(=[O:2])=[O:3]. The catalyst class is: 17.